From a dataset of Forward reaction prediction with 1.9M reactions from USPTO patents (1976-2016). Predict the product of the given reaction. (1) Given the reactants [O:1]=[C:2]1[N:8]([CH:9]2[CH2:14][CH2:13][N:12]([C:15]([O:17][C@@H:18]([C:33]([OH:35])=O)[CH2:19][C:20]3[CH:31]=[C:30]([CH3:32])[C:23]4[NH:24][C:25]([N:27]([CH3:29])[CH3:28])=[N:26][C:22]=4[CH:21]=3)=[O:16])[CH2:11][CH2:10]2)[CH2:7][CH2:6][C:5]2[CH:36]=[CH:37][CH:38]=[CH:39][C:4]=2[NH:3]1.[O:40]1[CH2:45][CH2:44][CH:43]([N:46]2[CH2:51][CH2:50][NH:49][CH2:48][CH2:47]2)[CH2:42][CH2:41]1, predict the reaction product. The product is: [O:1]=[C:2]1[N:8]([CH:9]2[CH2:10][CH2:11][N:12]([C:15]([O:17][C@H:18]([CH2:19][C:20]3[CH:31]=[C:30]([CH3:32])[C:23]4[NH:24][C:25]([N:27]([CH3:28])[CH3:29])=[N:26][C:22]=4[CH:21]=3)[C:33](=[O:35])[N:49]3[CH2:48][CH2:47][N:46]([CH:43]4[CH2:44][CH2:45][O:40][CH2:41][CH2:42]4)[CH2:51][CH2:50]3)=[O:16])[CH2:13][CH2:14]2)[CH2:7][CH2:6][C:5]2[CH:36]=[CH:37][CH:38]=[CH:39][C:4]=2[NH:3]1. (2) Given the reactants [F:1][C:2]1[CH:3]=[C:4]([CH:8]=[CH:9][C:10]=1[CH:11]([O:13][C:14]1[CH:19]=[CH:18][CH:17]=[CH:16][CH:15]=1)[CH3:12])[C:5]([OH:7])=O.ON1C2C=CC=CC=2N=N1.Cl.CN(C)CCCN=C=NCC.C(N(CC)CC)C.[NH2:49][CH2:50][C:51]1[C:52]([OH:59])=[N:53][C:54]([CH3:58])=[CH:55][C:56]=1[CH3:57], predict the reaction product. The product is: [F:1][C:2]1[CH:3]=[C:4]([CH:8]=[CH:9][C:10]=1[CH:11]([O:13][C:14]1[CH:19]=[CH:18][CH:17]=[CH:16][CH:15]=1)[CH3:12])[C:5]([NH:49][CH2:50][C:51]1[C:52]([OH:59])=[N:53][C:54]([CH3:58])=[CH:55][C:56]=1[CH3:57])=[O:7]. (3) Given the reactants [CH2:1]([C:3]1[CH:8]=[CH:7][CH:6]=[C:5]([CH2:9][CH3:10])[C:4]=1[NH:11][C:12]([C:14]1[C:18]2[CH2:19][CH2:20][CH2:21][C:22]3[C:23](=[N:24][C:25]([NH:28][C:29]4[CH:34]=[CH:33][C:32]([N:35]5[CH2:40][CH2:39][N:38]([CH3:41])[CH2:37][CH2:36]5)=[CH:31][C:30]=4[O:42][CH3:43])=[N:26][CH:27]=3)[C:17]=2[N:16](CC2C=CC(OC)=CC=2)[N:15]=1)=[O:13])[CH3:2].C(Cl)Cl.CO, predict the reaction product. The product is: [CH2:1]([C:3]1[CH:8]=[CH:7][CH:6]=[C:5]([CH2:9][CH3:10])[C:4]=1[NH:11][C:12]([C:14]1[C:18]2[CH2:19][CH2:20][CH2:21][C:22]3[C:23](=[N:24][C:25]([NH:28][C:29]4[CH:34]=[CH:33][C:32]([N:35]5[CH2:40][CH2:39][N:38]([CH3:41])[CH2:37][CH2:36]5)=[CH:31][C:30]=4[O:42][CH3:43])=[N:26][CH:27]=3)[C:17]=2[NH:16][N:15]=1)=[O:13])[CH3:2]. (4) The product is: [Cl:1][C:2]1[CH:3]=[CH:4][C:5]([C:8]2[N:9]=[C:10]([CH2:26][N:27]3[N:31]=[N:30][CH:29]=[N:28]3)[C:11]([C:21]([OH:23])=[O:22])=[N:12][C:13]=2[C:14]2[CH:15]=[CH:16][C:17]([Cl:20])=[CH:18][CH:19]=2)=[CH:6][CH:7]=1. Given the reactants [Cl:1][C:2]1[CH:7]=[CH:6][C:5]([C:8]2[N:9]=[C:10]([CH2:26][N:27]3[N:31]=[N:30][CH:29]=[N:28]3)[C:11]([C:21]([O:23]CC)=[O:22])=[N:12][C:13]=2[C:14]2[CH:19]=[CH:18][C:17]([Cl:20])=[CH:16][CH:15]=2)=[CH:4][CH:3]=1.[OH-].[Li+], predict the reaction product.